Dataset: Full USPTO retrosynthesis dataset with 1.9M reactions from patents (1976-2016). Task: Predict the reactants needed to synthesize the given product. (1) Given the product [F:5][C:6]1[CH:13]=[CH:12][CH:11]=[C:10]([F:14])[C:7]=1[CH2:8][O:9][C:1](=[O:3])[CH3:2], predict the reactants needed to synthesize it. The reactants are: [C:1](Cl)(=[O:3])[CH3:2].[F:5][C:6]1[CH:13]=[CH:12][CH:11]=[C:10]([F:14])[C:7]=1[CH2:8][OH:9].C(N(CC)CC)C. (2) Given the product [CH:16]1([C:19]2[CH:20]=[C:21]([CH3:31])[C:22]([N:25]3[CH2:26][CH2:27][N:28]([C:11]([C:10]4[CH:9]=[CH:8][C:7]([CH2:6][NH:5][S:2]([CH3:1])(=[O:3])=[O:4])=[CH:15][CH:14]=4)=[O:13])[CH2:29][CH2:30]3)=[N:23][CH:24]=2)[CH2:18][CH2:17]1, predict the reactants needed to synthesize it. The reactants are: [CH3:1][S:2]([NH:5][CH2:6][C:7]1[CH:15]=[CH:14][C:10]([C:11]([OH:13])=O)=[CH:9][CH:8]=1)(=[O:4])=[O:3].[CH:16]1([C:19]2[CH:20]=[C:21]([CH3:31])[C:22]([N:25]3[CH2:30][CH2:29][NH:28][CH2:27][CH2:26]3)=[N:23][CH:24]=2)[CH2:18][CH2:17]1.